Dataset: Forward reaction prediction with 1.9M reactions from USPTO patents (1976-2016). Task: Predict the product of the given reaction. (1) The product is: [OH:18][CH:13]([CH2:14][CH2:15][CH2:16][CH3:17])[CH2:12][CH2:11][CH2:10][CH2:9][CH2:8][C:4]([CH3:3])([CH3:19])[C:5]([OH:7])=[O:6]. Given the reactants [BH4-].[Na+].[CH3:3][C:4]([CH3:19])([CH2:8][CH2:9][CH2:10][CH2:11][CH2:12][C:13](=[O:18])[CH2:14][CH2:15][CH2:16][CH3:17])[C:5]([OH:7])=[O:6].C([O-])([O-])=O.[Na+].[Na+].Cl, predict the reaction product. (2) Given the reactants [CH2:1]([C:3]1[CH:8]=[C:7]([CH3:9])[CH:6]=[C:5]([CH2:10][CH3:11])[C:4]=1[C:12](=[O:25])[C:13]([N:15]([CH3:24])[N:16]=CC1C=CC=CC=1)=[O:14])[CH3:2], predict the reaction product. The product is: [CH2:1]([C:3]1[CH:8]=[C:7]([CH3:9])[CH:6]=[C:5]([CH2:10][CH3:11])[C:4]=1[C:12](=[O:25])[C:13]([N:15]([CH3:24])[NH2:16])=[O:14])[CH3:2]. (3) Given the reactants [CH2:1]1[C:10]2[C:5](=[CH:6][CH:7]=[CH:8][CH:9]=2)[CH2:4][CH2:3][C:2]1=[N:11][N:12]1[C:21]2[C:16](=[CH:17][CH:18]=[CH:19][CH:20]=2)[C:15]([OH:22])=[C:14]([C:23]2[NH:28][C:27]3[CH:29]=[CH:30][CH:31]=[CH:32][C:26]=3[S:25](=[O:34])(=[O:33])[N:24]=2)[C:13]1=[O:35].CO.[BH4-].[Li+].Cl, predict the reaction product. The product is: [O:34]=[S:25]1(=[O:33])[C:26]2[CH:32]=[CH:31][CH:30]=[CH:29][C:27]=2[NH:28][C:23]([C:14]2[C:13](=[O:35])[N:12]([NH:11][CH:2]3[CH2:3][CH2:4][C:5]4[C:10](=[CH:9][CH:8]=[CH:7][CH:6]=4)[CH2:1]3)[C:21]3[C:16]([C:15]=2[OH:22])=[CH:17][CH:18]=[CH:19][CH:20]=3)=[N:24]1. (4) Given the reactants C1C=CC2N(O)N=NC=2C=1.[C:11]([OH:19])(=O)[C:12]1[CH:17]=[CH:16][CH:15]=[CH:14][CH:13]=1.C(Cl)CCl.Cl.[NH2:25][C@H:26]([CH:42]([CH3:45])[CH2:43][CH3:44])[C:27]([N:29]1[CH2:34][CH2:33][CH:32]([C:35]2[CH:40]=[CH:39][C:38]([Cl:41])=[CH:37][CH:36]=2)[CH2:31][CH2:30]1)=[O:28], predict the reaction product. The product is: [Cl:41][C:38]1[CH:39]=[CH:40][C:35]([CH:32]2[CH2:31][CH2:30][N:29]([C:27](=[O:28])[C@H:26]([NH:25][C:11](=[O:19])[C:12]3[CH:13]=[CH:14][CH:15]=[CH:16][CH:17]=3)[C@H:42]([CH3:45])[CH2:43][CH3:44])[CH2:34][CH2:33]2)=[CH:36][CH:37]=1. (5) Given the reactants O[CH2:2][C:3]1[CH:4]=[CH:5][CH:6]=[C:7]2[C:12]=1[C:11]([CH2:13][OH:14])=[CH:10][CH:9]=[CH:8]2.P(=O)(O)(O)O.O, predict the reaction product. The product is: [CH2:2]1[C:3]2[C:12]3[C:7](=[CH:8][CH:9]=[CH:10][C:11]=3[CH2:13][O:14]1)[CH:6]=[CH:5][CH:4]=2. (6) Given the reactants [F:1][C:2]([F:14])([F:13])[C:3]1[CH:4]=[C:5]2[NH:11][C:10](=O)[NH:9][C:6]2=[N:7][CH:8]=1.P(Cl)(Cl)([Cl:17])=O, predict the reaction product. The product is: [Cl:17][C:10]1[NH:9][C:6]2=[N:7][CH:8]=[C:3]([C:2]([F:14])([F:13])[F:1])[CH:4]=[C:5]2[N:11]=1. (7) Given the reactants [CH3:1][O:2][C:3]1[CH:25]=[CH:24][C:23]([C:26]2[CH:31]=[CH:30][N:29]=[C:28]([CH3:32])[CH:27]=2)=[CH:22][C:4]=1[CH2:5][NH:6][CH:7]1[CH2:12][CH2:11][CH:10]([N:13]([CH3:21])[C:14](=[O:20])[O:15][C:16]([CH3:19])([CH3:18])[CH3:17])[CH2:9][CH2:8]1.[Cl:33][C:34]1[C:35]2[C:45]([F:46])=[CH:44][CH:43]=[C:42]([F:47])[C:36]=2[S:37][C:38]=1[C:39](Cl)=[O:40], predict the reaction product. The product is: [Cl:33][C:34]1[C:35]2[C:45]([F:46])=[CH:44][CH:43]=[C:42]([F:47])[C:36]=2[S:37][C:38]=1[C:39]([N:6]([CH2:5][C:4]1[CH:22]=[C:23]([C:26]2[CH:31]=[CH:30][N:29]=[C:28]([CH3:32])[CH:27]=2)[CH:24]=[CH:25][C:3]=1[O:2][CH3:1])[CH:7]1[CH2:8][CH2:9][CH:10]([N:13]([CH3:21])[C:14](=[O:20])[O:15][C:16]([CH3:19])([CH3:18])[CH3:17])[CH2:11][CH2:12]1)=[O:40].